From a dataset of Catalyst prediction with 721,799 reactions and 888 catalyst types from USPTO. Predict which catalyst facilitates the given reaction. (1) Reactant: I[C:2]1[C:10]2[C:5](=[CH:6][CH:7]=[C:8]([NH:11][C:12](=[O:22])[C@H:13]([O:20][CH3:21])[C:14]3[CH:19]=[CH:18][CH:17]=[CH:16][CH:15]=3)[CH:9]=2)[NH:4][N:3]=1.[CH3:23][N:24]1[CH2:29][CH2:28][CH:27]([O:30][C:31]2[CH:36]=[CH:35][C:34](B3OC(C)(C)C(C)(C)O3)=[CH:33][CH:32]=2)[CH2:26][CH2:25]1.C([O-])([O-])=O.[Na+].[Na+]. Product: [CH3:21][O:20][C@H:13]([C:14]1[CH:19]=[CH:18][CH:17]=[CH:16][CH:15]=1)[C:12]([NH:11][C:8]1[CH:9]=[C:10]2[C:5](=[CH:6][CH:7]=1)[NH:4][N:3]=[C:2]2[C:34]1[CH:35]=[CH:36][C:31]([O:30][CH:27]2[CH2:26][CH2:25][N:24]([CH3:23])[CH2:29][CH2:28]2)=[CH:32][CH:33]=1)=[O:22]. The catalyst class is: 780. (2) Reactant: [N:1]1[CH:6]=[CH:5][CH:4]=[CH:3][C:2]=1[C:7]1[CH:8]=[N:9][NH:10][C:11]=1[NH2:12].[C:13]([N:16]1[C:24]2[C:19](=[CH:20][C:21]([C:25](=O)[CH2:26][C:27](OCC)=[O:28])=[CH:22][CH:23]=2)[C:18]([CH3:33])=[N:17]1)(=[O:15])[CH3:14].CC1C=CC(S(O)(=O)=O)=CC=1. Product: [C:13]([N:16]1[C:24]2[C:19](=[CH:20][C:21]([C:25]3[NH:12][C:11]4[N:10]([N:9]=[CH:8][C:7]=4[C:2]4[CH:3]=[CH:4][CH:5]=[CH:6][N:1]=4)[C:27](=[O:28])[CH:26]=3)=[CH:22][CH:23]=2)[C:18]([CH3:33])=[N:17]1)(=[O:15])[CH3:14]. The catalyst class is: 114. (3) Reactant: [CH:1]([N:4]([C:24]([C@H:26]1[CH2:31][CH2:30][C@H:29]([CH3:32])[CH2:28][CH2:27]1)=[O:25])[C:5]1[S:6][C:7]([CH:14]2[CH2:19][CH2:18][N:17]([S:20]([CH3:23])(=[O:22])=[O:21])[CH2:16][CH2:15]2)=[CH:8][C:9]=1[C:10]([O:12]C)=[O:11])([CH3:3])[CH3:2].[OH-].[Li+]. Product: [CH:1]([N:4]([C:24]([C@H:26]1[CH2:31][CH2:30][C@H:29]([CH3:32])[CH2:28][CH2:27]1)=[O:25])[C:5]1[S:6][C:7]([CH:14]2[CH2:15][CH2:16][N:17]([S:20]([CH3:23])(=[O:21])=[O:22])[CH2:18][CH2:19]2)=[CH:8][C:9]=1[C:10]([OH:12])=[O:11])([CH3:3])[CH3:2]. The catalyst class is: 12. (4) The catalyst class is: 3. Product: [CH2:1]([O:8][N:9]1[C:14]2[N:15]=[CH:16][N:17]=[CH:18][C:13]=2[C:12]([NH:41][CH:39]([C:33]2[CH:38]=[CH:37][CH:36]=[CH:35][CH:34]=2)[CH3:40])=[C:11]([C:27]([O:29][CH2:30][CH3:31])=[O:28])[C:10]1=[O:32])[C:2]1[CH:7]=[CH:6][CH:5]=[CH:4][CH:3]=1. Reactant: [CH2:1]([O:8][N:9]1[C:14]2[N:15]=[CH:16][N:17]=[CH:18][C:13]=2[C:12](OS(C(F)(F)F)(=O)=O)=[C:11]([C:27]([O:29][CH2:30][CH3:31])=[O:28])[C:10]1=[O:32])[C:2]1[CH:7]=[CH:6][CH:5]=[CH:4][CH:3]=1.[C:33]1([CH:39]([NH2:41])[CH3:40])[CH:38]=[CH:37][CH:36]=[CH:35][CH:34]=1.C(OCC)(=O)C.O. (5) Reactant: Cl[C:2]1[O:3][C:4]([CH2:14][CH2:15][C:16]([OH:18])=[O:17])=[C:5]([C:7]2[CH:12]=[CH:11][C:10]([Cl:13])=[CH:9][CH:8]=2)[N:6]=1.Cl.[SH:20][C:21]1[N:26]=[C:25]([CH3:27])[CH:24]=[CH:23][N:22]=1.C(=O)([O-])[O-].[K+].[K+].Cl. Product: [Cl:13][C:10]1[CH:11]=[CH:12][C:7]([C:5]2[N:6]=[C:2]([S:20][C:21]3[N:26]=[C:25]([CH3:27])[CH:24]=[CH:23][N:22]=3)[O:3][C:4]=2[CH2:14][CH2:15][C:16]([OH:18])=[O:17])=[CH:8][CH:9]=1. The catalyst class is: 145. (6) Reactant: [C:1]12([NH:6][C:7]([C:9]3[CH:10]=[C:11]([C:16]4[CH:17]=[C:18]5[C:25]([C:26]([NH:28][CH3:29])=[O:27])=[C:24]([C:30]6[CH:35]=[CH:34][C:33]([F:36])=[CH:32][CH:31]=6)[O:23][C:19]5=[N:20][C:21]=4Cl)[CH:12]=[CH:13][C:14]=3[F:15])=[O:8])[CH2:5][CH:3]([CH2:4]1)[CH2:2]2.[C:37](OC(C)=C)(=[O:39])C.C[O-].C([Sn+](CCCC)CCCC)CCC.C1(P(C2CCCCC2)C2C=CC=CC=2C2C(OC)=CC=CC=2OC)CCCCC1. Product: [C:1]12([NH:6][C:7]([C:9]3[CH:10]=[C:11]([C:16]4[CH:17]=[C:18]5[C:25]([C:26]([NH:28][CH3:29])=[O:27])=[C:24]([C:30]6[CH:35]=[CH:34][C:33]([F:36])=[CH:32][CH:31]=6)[O:23][C:19]5=[N:20][C:21]=4[O:39][CH3:37])[CH:12]=[CH:13][C:14]=3[F:15])=[O:8])[CH2:5][CH:3]([CH2:4]1)[CH2:2]2. The catalyst class is: 101. (7) Reactant: Cl[C:2]1[N:3]=[C:4]([N:11]2[CH2:16][CH2:15][O:14][CH:13]([CH2:17][OH:18])[CH2:12]2)[C:5]2[S:10][CH:9]=[CH:8][C:6]=2[N:7]=1.[NH2:19][C:20]1[N:25]=[CH:24][C:23](B2OC(C)(C)C(C)(C)O2)=[CH:22][N:21]=1.CC#N.CC([O-])=O.[K+]. Product: [NH2:19][C:20]1[N:25]=[CH:24][C:23]([C:2]2[N:3]=[C:4]([N:11]3[CH2:16][CH2:15][O:14][CH:13]([CH2:17][OH:18])[CH2:12]3)[C:5]3[S:10][CH:9]=[CH:8][C:6]=3[N:7]=2)=[CH:22][N:21]=1. The catalyst class is: 257.